This data is from Catalyst prediction with 721,799 reactions and 888 catalyst types from USPTO. The task is: Predict which catalyst facilitates the given reaction. (1) Reactant: [F:1][C:2]1[CH:10]=[CH:9][C:5]([C:6]([OH:8])=[O:7])=[CH:4][C:3]=1[OH:11].[C:12](OC(O[C:12]([CH3:15])([CH3:14])[CH3:13])N(C)C)([CH3:15])([CH3:14])[CH3:13]. Product: [F:1][C:2]1[CH:10]=[CH:9][C:5]([C:6]([O:8][C:12]([CH3:15])([CH3:14])[CH3:13])=[O:7])=[CH:4][C:3]=1[OH:11]. The catalyst class is: 11. (2) Reactant: [CH2:1]1O[C:2](O)([CH2:1]O)[CH2:10][O:11][C:2]1(O)[CH2:10][OH:11].[CH2:13]([NH2:23])[C:14]1[CH:22]=[CH:21][C:20]2[O:19][CH2:18][O:17][C:16]=2[CH:15]=1.S(C#N)[C:25]#[N:26].[K].C(O)(C)C. Product: [CH2:18]1[O:19][C:20]2[CH:21]=[CH:22][C:14]([CH2:13][N:23]3[C:2]([CH2:10][OH:11])=[CH:1][N:26]=[CH:25]3)=[CH:15][C:16]=2[O:17]1. The catalyst class is: 15. (3) Reactant: [H-].[Na+].[CH3:3][O:4][C:5]1[CH:10]=[CH:9][N:8]=[C:7]2[NH:11][C:12]([CH3:14])=[CH:13][C:6]=12.[CH2:15](Br)[C:16]1[CH:21]=[CH:20][CH:19]=[CH:18][CH:17]=1. The catalyst class is: 80. Product: [CH2:15]([N:11]1[C:7]2=[N:8][CH:9]=[CH:10][C:5]([O:4][CH3:3])=[C:6]2[CH:13]=[C:12]1[CH3:14])[C:16]1[CH:21]=[CH:20][CH:19]=[CH:18][CH:17]=1. (4) Reactant: C(OC([N:8]1[CH2:12][CH2:11][CH2:10][CH:9]1[CH2:13][NH:14][C:15]1[C:16]2[N:17]([N:21]=[C:22]([NH:24][C:25]3[CH:30]=[CH:29][C:28]([N:31]4[CH2:36][CH2:35][N:34]([CH3:37])[CH2:33][CH2:32]4)=[CH:27][CH:26]=3)[N:23]=2)[CH:18]=[CH:19][CH:20]=1)=O)(C)(C)C.FC(F)(F)C(O)=O. Product: [CH3:37][N:34]1[CH2:35][CH2:36][N:31]([C:28]2[CH:27]=[CH:26][C:25]([NH:24][C:22]3[N:23]=[C:16]4[C:15]([NH:14][CH2:13][CH:9]5[CH2:10][CH2:11][CH2:12][NH:8]5)=[CH:20][CH:19]=[CH:18][N:17]4[N:21]=3)=[CH:30][CH:29]=2)[CH2:32][CH2:33]1. The catalyst class is: 4. (5) The catalyst class is: 42. Reactant: [CH3:1][C:2]([CH3:10])([CH3:9])[CH2:3][CH:4]([C:7]#[N:8])[C:5]#[N:6].[H-].[Na+].[H][H].Br[CH2:16][CH2:17][C:18]([F:21])([F:20])[F:19]. Product: [CH3:1][C:2]([CH3:10])([CH3:9])[CH2:3][C:4]([CH2:16][CH2:17][C:18]([F:21])([F:20])[F:19])([C:7]#[N:8])[C:5]#[N:6]. (6) Reactant: [F:1][C:2]1[S:6][C:5]2[CH:7]=[CH:8][CH:9]=[CH:10][C:4]=2[CH:3]=1.[N:11]1[CH:16]=[CH:15][CH:14]=[N:13][CH:12]=1.O. Product: [F:1][C:2]1[S:6][C:5]2[CH:7]=[CH:8][CH:9]=[CH:10][C:4]=2[C:3]=1[CH:14]1[NH:13][CH:12]=[N:11][CH:16]=[CH:15]1. The catalyst class is: 67.